From a dataset of Experimentally validated miRNA-target interactions with 360,000+ pairs, plus equal number of negative samples. Binary Classification. Given a miRNA mature sequence and a target amino acid sequence, predict their likelihood of interaction. (1) The miRNA is mmu-miR-302b-3p with sequence UAAGUGCUUCCAUGUUUUAGUAG. The protein sequence of the target gene is MATASPRSDTSDIHSGRLQLKVTVSSAKLKRKKNWFGTAIYTEVIVDGEVKKTAKSSSSSNPKWDEQLIVNVTPQTTLEFRVWSHHTLKADALLGKATVDLKQVLLTHNRKLEKVKEQLKLSLENKNGIVQTGELTVVLDGLVIEQEPVTNRSSSPPIEIQQNGDALHENGDPATRTTPRLPVEGTIGIDNHVSTNTVVPNSCCSHVVNGENTPSSPSQVAARPKNAPAPKPVTSAPTSDTVNGESSSVLADNTSTMGTLLPSEDTTSTSNCTSTTTQEPPVQEPPASSEHSECIPSASA.... Result: 0 (no interaction). (2) The miRNA is hsa-miR-3913-5p with sequence UUUGGGACUGAUCUUGAUGUCU. The protein sequence of the target gene is MSWIKEGELSLWERFCANIIKAGPMPKHIAFIMDGNRRYAKKCQVERQEGHSQGFNKLAETLRWCLNLGILEVTVYAFSIENFKRSKSEVDGLMDLARQKFSRLMEEKEKLQKHGVCIRVLGDLHLLPLDLQELIAQAVQATKNYNKCFLNVCFAYTSRHEISNAVREMAWGVEQGLLDPSDISESLLDKCLYTNRSPHPDILIRTSGEVRLSDFLLWQTSHSCLVFQPVLWPEYTFWNLFEAILQFQMNHSVLQKARDMYAEERKRQQLERDQATVTEQLLREGLQASGDAQLRRTRLH.... Result: 1 (interaction). (3) The miRNA is hsa-miR-6766-5p with sequence CGGGUGGGAGCAGAUCUUAUUGAG. The protein sequence of the target gene is MSWRGRSTYYWPRPRRYVQPPEMIGPMRPEQFSDEVEPATPEEGEPATQRQDPAAAQEGEDEGASAGQGPKPEAHSQEQGHPQTGCECEDGPDGQEMDPPNPEEVKTPEEGEKQSQC. Result: 0 (no interaction). (4) The miRNA is hsa-miR-27a-3p with sequence UUCACAGUGGCUAAGUUCCGC. The protein sequence of the target gene is MAHSKTRTNDGKITYPPGVKEISDKISKEEMVRRLKMVVKTFMDMDQDSEEEKELYLNLALHLASDFFLKHPDKDVRLLVACCLADIFRIYAPEAPYTSPDKLKDIFMFITRQLKGLEDTKSPQFNRYFYLLENIAWVKSYNICFELEDSNEIFTQLYRTLFSVINNGHNQKVHMHMVDLMSSIICEGDTVSQELLDTVLVNLVPAHKNLNKQAYDLAKALLKRTAQAIEPYITNFFNQVLMLGKTSISDLSEHVFDLILELYNIDSHLLLSVLPQLEFKLKSNDNEERLQVVKLLAKMF.... Result: 1 (interaction). (5) The miRNA is hsa-miR-99b-3p with sequence CAAGCUCGUGUCUGUGGGUCCG. Result: 0 (no interaction). The protein sequence of the target gene is MGNRGMEDLIPLVNRLQDAFSAIGQNADLDLPQIAVVGGQSAGKSSVLENFVGRDFLPRGSGIVTRRPLVLQLVNSTTEYAEFLHCKGKKFTDFEEVRLEIEAETDRVTGTNKGISPVPINLRVYSPHVLNLTLVDLPGMTKVPVGDQPPDIEFQIRDMLMQFVTKENCLILAVSPANSDLANSDALKIAKEVDPQGQRTIGVITKLDLMDEGTDARDVLENKLLPLRRGYIGVVNRSQKDIDGKKDITAALAAERKFFLSHPSYRHLADRMGTPYLQKVLNQQLTNHIRDTLPGLRNKL....